From a dataset of Merck oncology drug combination screen with 23,052 pairs across 39 cell lines. Regression. Given two drug SMILES strings and cell line genomic features, predict the synergy score measuring deviation from expected non-interaction effect. (1) Drug 1: COc1cc(C2c3cc4c(cc3C(OC3OC5COC(C)OC5C(O)C3O)C3COC(=O)C23)OCO4)cc(OC)c1O. Drug 2: O=C(NOCC(O)CO)c1ccc(F)c(F)c1Nc1ccc(I)cc1F. Cell line: KPL1. Synergy scores: synergy=7.92. (2) Drug 2: Cn1c(=O)n(-c2ccc(C(C)(C)C#N)cc2)c2c3cc(-c4cnc5ccccc5c4)ccc3ncc21. Cell line: NCIH2122. Drug 1: COc1cc(C2c3cc4c(cc3C(OC3OC5COC(C)OC5C(O)C3O)C3COC(=O)C23)OCO4)cc(OC)c1O. Synergy scores: synergy=9.53.